The task is: Predict the product of the given reaction.. This data is from Forward reaction prediction with 1.9M reactions from USPTO patents (1976-2016). (1) Given the reactants [C:1]([C:5]1[CH:10]=[C:9]([SH:11])[CH:8]=[C:7]([C:12]([CH3:15])([CH3:14])[CH3:13])[C:6]=1[OH:16])([CH3:4])([CH3:3])[CH3:2].Br[CH2:18][C:19]1[CH:24]=[CH:23][C:22]([C:25]([CH3:28])([CH3:27])[CH3:26])=[CH:21][CH:20]=1.ClC1C=C(C=CC=1)C(OO)=[O:34], predict the reaction product. The product is: [C:12]([C:7]1[CH:8]=[C:9]([S:11]([CH2:18][C:19]2[CH:24]=[CH:23][C:22]([C:25]([CH3:28])([CH3:27])[CH3:26])=[CH:21][CH:20]=2)=[O:34])[CH:10]=[C:5]([C:1]([CH3:4])([CH3:3])[CH3:2])[C:6]=1[OH:16])([CH3:15])([CH3:14])[CH3:13]. (2) Given the reactants [N:1]1([C:7]([O:9][C:10]([CH3:13])([CH3:12])[CH3:11])=[O:8])[CH2:6][CH:5]=[CH:4][CH2:3][CH2:2]1.C1C=C(Cl)C=C(C(OO)=[O:22])C=1.[O-]S([O-])(=S)=O.[Na+].[Na+], predict the reaction product. The product is: [CH:5]12[O:22][CH:4]1[CH2:3][CH2:2][N:1]([C:7]([O:9][C:10]([CH3:13])([CH3:12])[CH3:11])=[O:8])[CH2:6]2. (3) Given the reactants [NH2:1][C@H:2]([C:7]([O-:9])=[O:8])[CH2:3][C:4]([O-:6])=[O:5].N1C2C(=CC=CC=2)C=[CH:12][C:11]=1[C:20]([O-])=O, predict the reaction product. The product is: [N:1]1[CH:20]=[CH:11][CH:12]=[C:3]([C:4]([OH:6])=[O:5])[C:2]=1[C:7]([OH:9])=[O:8].[NH2:1][C@H:2]([C:7]([OH:9])=[O:8])[CH2:3][C:4]([OH:6])=[O:5]. (4) Given the reactants C1([Si:7](OCC)(OCC)OCC)C=CC=CC=1.[CH2:17]([OH:25])[CH2:18][CH2:19][CH2:20][CH2:21][CH2:22][CH2:23][CH3:24], predict the reaction product. The product is: [CH2:17]([O:25][SiH3:7])[CH2:18][CH2:19][CH2:20][CH2:21][CH2:22][CH2:23][CH3:24].